From a dataset of Forward reaction prediction with 1.9M reactions from USPTO patents (1976-2016). Predict the product of the given reaction. (1) Given the reactants Br[C:2]1[CH:3]=[N:4][CH:5]=[C:6]([CH2:8][N:9]2[CH:13]=[CH:12][N:11]=[C:10]2[CH3:14])[CH:7]=1.[Cl:15][C:16]1[CH:21]=[CH:20][C:19](B2OC(C)(C)C(C)(C)O2)=[CH:18][C:17]=1[CH3:31], predict the reaction product. The product is: [ClH:15].[Cl:15][C:16]1[CH:21]=[CH:20][C:19]([C:2]2[CH:3]=[N:4][CH:5]=[C:6]([CH2:8][N:9]3[CH:13]=[CH:12][N:11]=[C:10]3[CH3:14])[CH:7]=2)=[CH:18][C:17]=1[CH3:31]. (2) Given the reactants [Br:1][C:2]1[CH:3]=[C:4]([CH:8]=[C:9]([C:11]([O:13][CH3:14])=[O:12])[CH:10]=1)[C:5](O)=[O:6].CSC.B, predict the reaction product. The product is: [Br:1][C:2]1[CH:10]=[C:9]([CH:8]=[C:4]([CH2:5][OH:6])[CH:3]=1)[C:11]([O:13][CH3:14])=[O:12].